From a dataset of TCR-epitope binding with 47,182 pairs between 192 epitopes and 23,139 TCRs. Binary Classification. Given a T-cell receptor sequence (or CDR3 region) and an epitope sequence, predict whether binding occurs between them. (1) The epitope is FIAGLIAIV. The TCR CDR3 sequence is CSARDRVGNTIYF. Result: 0 (the TCR does not bind to the epitope). (2) The epitope is FLPRVFSAV. The TCR CDR3 sequence is CSARDRVEQFF. Result: 1 (the TCR binds to the epitope).